From a dataset of Catalyst prediction with 721,799 reactions and 888 catalyst types from USPTO. Predict which catalyst facilitates the given reaction. (1) Reactant: [F:1][C:2]1[CH:7]=[CH:6][C:5]([C:8]2[CH:12]=[C:11]([CH:13]3[CH2:18][CH2:17][CH2:16][NH:15][CH2:14]3)[N:10]([C:19]3[N:24]=[CH:23][CH:22]=[CH:21][N:20]=3)[N:9]=2)=[CH:4][CH:3]=1.[Cl:25][C:26]1[CH:35]=[CH:34][C:29]([CH2:30][N:31]=[C:32]=[O:33])=[CH:28][CH:27]=1.CS(C)=O. Product: [Cl:25][C:26]1[CH:27]=[CH:28][C:29]([CH2:30][NH:31][C:32]([N:15]2[CH2:16][CH2:17][CH2:18][CH:13]([C:11]3[N:10]([C:19]4[N:20]=[CH:21][CH:22]=[CH:23][N:24]=4)[N:9]=[C:8]([C:5]4[CH:4]=[CH:3][C:2]([F:1])=[CH:7][CH:6]=4)[CH:12]=3)[CH2:14]2)=[O:33])=[CH:34][CH:35]=1. The catalyst class is: 3. (2) Reactant: [CH:1]1([O:6][C:7](=[O:21])[C@H:8]([CH2:17][CH2:18][S:19][CH3:20])[NH:9]C(OC(C)(C)C)=O)[CH2:5][CH2:4][CH2:3][CH2:2]1.C(O)(C(F)(F)F)=O.C([SiH](CC)CC)C. Product: [CH:1]1([O:6][C:7](=[O:21])[C@H:8]([CH2:17][CH2:18][S:19][CH3:20])[NH2:9])[CH2:2][CH2:3][CH2:4][CH2:5]1. The catalyst class is: 4. (3) Reactant: [CH3:1][C:2]1[CH:11]=[CH:10][C:9]2[C:4](=[CH:5][CH:6]=[CH:7][C:8]=2[N:12]2[CH2:17][CH2:16][N:15]([CH2:18][C:19]([C:21]3[CH:22]=[CH:23][C:24]4[O:29][CH2:28][C:27](=[O:30])[NH:26][C:25]=4[CH:31]=3)=O)[CH2:14][CH2:13]2)[N:3]=1.Cl.CN.[C:35]([BH3-])#[N:36].[Na+]. Product: [CH3:35][NH:36][CH:19]([C:21]1[CH:22]=[CH:23][C:24]2[O:29][CH2:28][C:27](=[O:30])[NH:26][C:25]=2[CH:31]=1)[CH2:18][N:15]1[CH2:16][CH2:17][N:12]([C:8]2[CH:7]=[CH:6][CH:5]=[C:4]3[C:9]=2[CH:10]=[CH:11][C:2]([CH3:1])=[N:3]3)[CH2:13][CH2:14]1. The catalyst class is: 5. (4) Product: [CH2:5]([C:11]1([OH:10])[CH2:12][CH2:13][CH:14]([NH:17][C:18](=[O:24])[O:19][C:20]([CH3:21])([CH3:22])[CH3:23])[CH2:15][CH2:16]1)[CH2:6][CH2:7][CH3:8]. The catalyst class is: 392. Reactant: [Cl-].[Ce+3].[Cl-].[Cl-].[CH2:5]([Li])[CH2:6][CH2:7][CH3:8].[O:10]=[C:11]1[CH2:16][CH2:15][CH:14]([NH:17][C:18](=[O:24])[O:19][C:20]([CH3:23])([CH3:22])[CH3:21])[CH2:13][CH2:12]1.[Cl-].[NH4+]. (5) Reactant: ClC1C=C(C=CC=1)C(OO)=[O:6].[Br:12][C:13]1[CH:14]=[CH:15][C:16]2[C:17]3[S:25][C:24]([CH2:26][CH2:27][CH3:28])=[N:23][C:18]=3[CH:19]=[N:20][C:21]=2[CH:22]=1. Product: [Br:12][C:13]1[CH:14]=[CH:15][C:16]2[C:17]3[S:25][C:24]([CH2:26][CH2:27][CH3:28])=[N:23][C:18]=3[CH:19]=[N+:20]([O-:6])[C:21]=2[CH:22]=1. The catalyst class is: 4.